This data is from Forward reaction prediction with 1.9M reactions from USPTO patents (1976-2016). The task is: Predict the product of the given reaction. (1) Given the reactants C([O:5][C:6](=[O:50])[C:7]1[CH:12]=[CH:11][CH:10]=[C:9]([CH2:13][CH:14]([NH:28][C:29](=[O:47])[CH2:30][N:31]2[CH2:36][CH2:35][N:34]([CH2:37][CH2:38][O:39]CC3C=CC=CC=3)[CH2:33][CH2:32]2)[B:15]2[O:23]C3C(C)(C4CC(C3)C4(C)C)[O:16]2)[C:8]=1OC)(C)(C)C.B(Cl)(Cl)Cl, predict the reaction product. The product is: [OH:16][B:15]1[CH:14]([NH:28][C:29](=[O:47])[CH2:30][N:31]2[CH2:36][CH2:35][N:34]([CH2:37][CH2:38][OH:39])[CH2:33][CH2:32]2)[CH2:13][C:9]2[CH:10]=[CH:11][CH:12]=[C:7]([C:6]([OH:5])=[O:50])[C:8]=2[O:23]1. (2) Given the reactants [C:1]([C:3]1[CH:25]=[C:24]([C:26]2[N:31]=[C:30]([NH:32][C:33]3[CH:38]=[CH:37][C:36]([N:39]4[CH2:44][CH2:43][N:42]([CH:45]5[CH2:48][O:47][CH2:46]5)[CH2:41][CH2:40]4)=[CH:35][CH:34]=3)[N:29]=[CH:28][N:27]=2)[CH:23]=[CH:22][C:4]=1[O:5][C@@H:6]1[C@H:11]([F:12])[CH2:10][N:9]([C:13]([O:15]C(C)(C)C)=O)[CH2:8][C:7]1([CH3:21])[CH3:20])#[N:2].[NH:49]1[C:53](C(O)=O)=[CH:52][CH:51]=[N:50]1, predict the reaction product. The product is: [F:12][C@@H:11]1[CH2:10][N:9]([C:13]([C:51]2[NH:50][N:49]=[CH:53][CH:52]=2)=[O:15])[CH2:8][C:7]([CH3:21])([CH3:20])[C@@H:6]1[O:5][C:4]1[CH:22]=[CH:23][C:24]([C:26]2[N:31]=[C:30]([NH:32][C:33]3[CH:34]=[CH:35][C:36]([N:39]4[CH2:44][CH2:43][N:42]([CH:45]5[CH2:48][O:47][CH2:46]5)[CH2:41][CH2:40]4)=[CH:37][CH:38]=3)[N:29]=[CH:28][N:27]=2)=[CH:25][C:3]=1[C:1]#[N:2]. (3) Given the reactants [CH2:1]([S:5](Cl)(=[O:7])=[O:6])[CH2:2][CH2:3][CH3:4].[CH2:9]([N:16]1[CH2:23][CH:22]2[CH2:24][CH:18]([CH2:19][NH:20][CH2:21]2)[CH2:17]1)[C:10]1[CH:15]=[CH:14][CH:13]=[CH:12][CH:11]=1.C([O-])([O-])=O.[K+].[K+], predict the reaction product. The product is: [CH2:9]([N:16]1[CH2:17][CH:18]2[CH2:24][CH:22]([CH2:21][N:20]([S:5]([CH2:1][CH2:2][CH2:3][CH3:4])(=[O:7])=[O:6])[CH2:19]2)[CH2:23]1)[C:10]1[CH:15]=[CH:14][CH:13]=[CH:12][CH:11]=1. (4) Given the reactants [C:1]([C:3]1[CH:8]=[CH:7][C:6]([S:9]([N:12]2[CH2:17][CH2:16][N:15](C(OC(C)(C)C)=O)[C@@H:14]([CH3:25])[CH2:13]2)(=[O:11])=[O:10])=[C:5]([CH3:26])[CH:4]=1)#[N:2].Cl.O1CCOCC1, predict the reaction product. The product is: [CH3:26][C:5]1[CH:4]=[C:3]([CH:8]=[CH:7][C:6]=1[S:9]([N:12]1[CH2:17][CH2:16][NH:15][C@@H:14]([CH3:25])[CH2:13]1)(=[O:11])=[O:10])[C:1]#[N:2]. (5) Given the reactants [C:1]1([C:7]([C:9]2([OH:15])[CH2:14]CCC[CH2:10]2)=[O:8])[CH:6]=[CH:5][CH:4]=[CH:3][CH:2]=1.C(OCCOC1C=CC=CC=1C)(=O)C=C, predict the reaction product. The product is: [OH:15][C:9]([CH3:14])([CH3:10])[C:7]([C:1]1[CH:6]=[CH:5][CH:4]=[CH:3][CH:2]=1)=[O:8]. (6) Given the reactants Br[CH2:2][CH2:3][CH2:4][CH2:5][CH2:6][CH2:7][C:8]([O:10]CC)=[O:9].[Cl:13][C:14]1[CH:15]=[N:16][CH:17]=[C:18]([Cl:35])[C:19]=1[NH:20][C:21]1[C:30]2[C:25](=[C:26]([OH:33])[C:27]([O:31][CH3:32])=[CH:28][CH:29]=2)[O:24][C:23](=[O:34])[CH:22]=1, predict the reaction product. The product is: [Cl:13][C:14]1[CH:15]=[N:16][CH:17]=[C:18]([Cl:35])[C:19]=1[NH:20][C:21]1[C:30]2[C:25](=[C:26]([O:33][CH2:2][CH2:3][CH2:4][CH2:5][CH2:6][CH2:7][C:8]([OH:10])=[O:9])[C:27]([O:31][CH3:32])=[CH:28][CH:29]=2)[O:24][C:23](=[O:34])[CH:22]=1. (7) Given the reactants [Br:1][C:2]1[CH:10]=[C:9]([F:11])[C:5]([C:6](O)=[O:7])=[C:4]([F:12])[CH:3]=1.O[N:14]1C2C=CC=CC=2N=N1.C(N=C=NCCCN(C)C)C.N, predict the reaction product. The product is: [Br:1][C:2]1[CH:10]=[C:9]([F:11])[C:5]([C:6]([NH2:14])=[O:7])=[C:4]([F:12])[CH:3]=1.